This data is from Forward reaction prediction with 1.9M reactions from USPTO patents (1976-2016). The task is: Predict the product of the given reaction. (1) Given the reactants [Cl:1][C:2]1[N:7]=[CH:6][C:5]([NH:8][CH3:9])=[C:4]([C:10]2[CH:15]=[C:14]([F:16])[CH:13]=[CH:12][C:11]=2[CH3:17])[CH:3]=1.[CH3:18][S:19]([C:22]1[CH:23]=[C:24]([CH:28]=[C:29]([C:31]([F:34])([F:33])[F:32])[CH:30]=1)[C:25]([OH:27])=O)(=[O:21])=[O:20], predict the reaction product. The product is: [Cl:1][C:2]1[N:7]=[CH:6][C:5]([N:8]([CH3:9])[C:25](=[O:27])[C:24]2[CH:28]=[C:29]([C:31]([F:34])([F:33])[F:32])[CH:30]=[C:22]([S:19]([CH3:18])(=[O:20])=[O:21])[CH:23]=2)=[C:4]([C:10]2[CH:15]=[C:14]([F:16])[CH:13]=[CH:12][C:11]=2[CH3:17])[CH:3]=1. (2) Given the reactants [CH3:1][C:2]1[O:3][C:4]2[C:5]([N:10]=1)=[N:6][CH:7]=[CH:8][CH:9]=2.[CH2:11]([I:13])[CH3:12], predict the reaction product. The product is: [I-:13].[CH2:11]([N:6]1[CH:7]=[CH:8][CH:9]=[C:4]2[O:3][CH:2]([CH3:1])[NH+:10]=[C:5]12)[CH3:12]. (3) Given the reactants [C:1](OC(=O)C)(=[O:3])[CH3:2].[CH3:8][O:9][C:10]1[CH:15]=[CH:14][N:13]=[C:12]([CH2:16][CH2:17][C:18]2[NH:33][C:21]3=[N:22][CH:23]=[C:24]([C:26]4[CH:31]=[CH:30][C:29]([NH2:32])=[CH:28][CH:27]=4)[CH:25]=[C:20]3[N:19]=2)[CH:11]=1, predict the reaction product. The product is: [CH3:8][O:9][C:10]1[CH:15]=[CH:14][N:13]=[C:12]([CH2:16][CH2:17][C:18]2[NH:33][C:21]3=[N:22][CH:23]=[C:24]([C:26]4[CH:31]=[CH:30][C:29]([NH:32][C:1](=[O:3])[CH3:2])=[CH:28][CH:27]=4)[CH:25]=[C:20]3[N:19]=2)[CH:11]=1. (4) The product is: [CH3:6][N:7]([CH3:13])[CH:8]1[CH2:12][CH2:11][N:10]([C:2](=[S:1])[NH2:3])[CH2:9]1. Given the reactants [S-:1][C:2]#[N:3].[K+].[Cl-].[CH3:6][N:7]([CH3:13])[CH:8]1[CH2:12][CH2:11][NH:10][CH2:9]1, predict the reaction product. (5) Given the reactants [C:1]([C:5]1[CH:37]=[CH:36][C:8]([CH2:9][N:10]2[C:14](=[O:15])[N:13]([CH2:16][CH3:17])[C:12]([CH2:18][CH2:19][CH2:20][C:21]3[CH:26]=[CH:25][CH:24]=[C:23](B4OC(C)(C)C(C)(C)O4)[CH:22]=3)=[N:11]2)=[CH:7][CH:6]=1)([CH3:4])([CH3:3])[CH3:2].Br[C:39]1[CH:40]=[CH:41][C:42]([O:50][CH3:51])=[C:43]([CH2:45][CH2:46][C:47]([OH:49])=[O:48])[CH:44]=1.[O-]P([O-])([O-])=O.[K+].[K+].[K+].C1(P(C2CCCCC2)C2C=CC=CC=2C2C(OC)=CC=CC=2OC)CCCCC1, predict the reaction product. The product is: [C:1]([C:5]1[CH:6]=[CH:7][C:8]([CH2:9][N:10]2[C:14](=[O:15])[N:13]([CH2:16][CH3:17])[C:12]([CH2:18][CH2:19][CH2:20][C:21]3[CH:22]=[C:23]([C:39]4[CH:40]=[CH:41][C:42]([O:50][CH3:51])=[C:43]([CH2:45][CH2:46][C:47]([OH:49])=[O:48])[CH:44]=4)[CH:24]=[CH:25][CH:26]=3)=[N:11]2)=[CH:36][CH:37]=1)([CH3:3])([CH3:4])[CH3:2]. (6) Given the reactants [F:1][C:2]1[CH:7]=[C:6]([F:8])[CH:5]=[CH:4][C:3]=1[C:9]1[C:17]2[C:12](=[CH:13][C:14]([O:18][CH2:19][CH2:20][CH:21]3[CH2:26][CH2:25][N:24]([S:27]([CH3:30])(=[O:29])=[O:28])[CH2:23][CH2:22]3)=[CH:15][CH:16]=2)[C:11](=[O:31])[C:10]=1C1C=CC(C)=CC=1.O1CCN(CCOC2C=C3C(C(C4C=CC=CC=4)=C(Br)C3=O)=CC=2)CC1.[CH3:65][O:66][C:67]1[N:72]=[CH:71][C:70](B(O)O)=[CH:69][CH:68]=1, predict the reaction product. The product is: [F:1][C:2]1[CH:7]=[C:6]([F:8])[CH:5]=[CH:4][C:3]=1[C:9]1[C:17]2[C:12](=[CH:13][C:14]([O:18][CH2:19][CH2:20][CH:21]3[CH2:22][CH2:23][N:24]([S:27]([CH3:30])(=[O:29])=[O:28])[CH2:25][CH2:26]3)=[CH:15][CH:16]=2)[C:11](=[O:31])[C:10]=1[C:70]1[CH:71]=[N:72][C:67]([O:66][CH3:65])=[CH:68][CH:69]=1. (7) Given the reactants [C:1]([O:5][C:6](=[O:16])[NH:7][C:8]1[S:9][C:10]([C:14]#[CH:15])=[C:11]([CH3:13])[N:12]=1)([CH3:4])([CH3:3])[CH3:2], predict the reaction product. The product is: [C:1]([O:5][C:6](=[O:16])[NH:7][C:8]1[S:9][C:10]([CH2:14][CH3:15])=[C:11]([CH3:13])[N:12]=1)([CH3:4])([CH3:3])[CH3:2].